This data is from Forward reaction prediction with 1.9M reactions from USPTO patents (1976-2016). The task is: Predict the product of the given reaction. (1) Given the reactants [Cl:1][C:2]1[CH:7]=[C:6]2[NH:8][C:9](=[O:45])[C:10]3([CH:15]([C:16]4[CH:21]=[C:20]([Cl:22])[CH:19]=[CH:18][C:17]=4[O:23][C:24]([CH2:34][CH3:35])([C:27]([NH:29][S:30]([CH3:33])(=[O:32])=[O:31])=[O:28])[CH2:25][CH3:26])[CH2:14][C:13](=[O:36])[NH:12][CH:11]3[C:37]3[CH:42]=[C:41]([F:43])[CH:40]=[CH:39][C:38]=3[CH3:44])[C:5]2=[CH:4][C:3]=1[F:46].[C:47](OC(=O)C)(=[O:49])[CH3:48], predict the reaction product. The product is: [C:47]([N:8]1[C:6]2[C:5](=[CH:4][C:3]([F:46])=[C:2]([Cl:1])[CH:7]=2)[C:10]2([CH:15]([C:16]3[CH:21]=[C:20]([Cl:22])[CH:19]=[CH:18][C:17]=3[O:23][C:24]([CH2:34][CH3:35])([C:27]([NH:29][S:30]([CH3:33])(=[O:32])=[O:31])=[O:28])[CH2:25][CH3:26])[CH2:14][C:13](=[O:36])[NH:12][CH:11]2[C:37]2[CH:42]=[C:41]([F:43])[CH:40]=[CH:39][C:38]=2[CH3:44])[C:9]1=[O:45])(=[O:49])[CH3:48]. (2) The product is: [F:19][C:20]1[C:25]([F:26])=[CH:24][C:23]([F:27])=[C:22]([F:28])[C:21]=1[O:29][C:2]1[CH:7]=[C:6]([O:8][CH2:9][C:10]#[C:11][CH3:12])[N:5]=[CH:4][N:3]=1. Given the reactants Cl[C:2]1[CH:7]=[C:6]([O:8][CH2:9][C:10]#[C:11][CH3:12])[N:5]=[CH:4][N:3]=1.C(=O)([O-])[O-].[K+].[K+].[F:19][C:20]1[C:25]([F:26])=[CH:24][C:23]([F:27])=[C:22]([F:28])[C:21]=1[OH:29].[Cl-].[NH4+], predict the reaction product. (3) Given the reactants C(OC([N:8]1[CH2:13][CH2:12][O:11][CH2:10][C@@H:9]1[CH2:14][O:15][C:16](=[O:45])[NH:17][C:18]1[C:19]([CH3:44])=[C:20]2[N:25]([CH:26]=1)[N:24]=[CH:23][N:22]=[C:21]2[NH:27][C:28]1[CH:33]=[CH:32][C:31]([O:34][CH2:35][C:36]2[CH:41]=[CH:40][CH:39]=[C:38]([F:42])[CH:37]=2)=[C:30]([Cl:43])[CH:29]=1)=O)(C)(C)C, predict the reaction product. The product is: [NH:8]1[CH2:13][CH2:12][O:11][CH2:10][C@@H:9]1[CH2:14][O:15][C:16](=[O:45])[NH:17][C:18]1[C:19]([CH3:44])=[C:20]2[N:25]([CH:26]=1)[N:24]=[CH:23][N:22]=[C:21]2[NH:27][C:28]1[CH:33]=[CH:32][C:31]([O:34][CH2:35][C:36]2[CH:41]=[CH:40][CH:39]=[C:38]([F:42])[CH:37]=2)=[C:30]([Cl:43])[CH:29]=1. (4) Given the reactants [F:1][C:2]([F:18])([F:17])[C:3]1[CH:4]=[CH:5][C:6]([O:9][C:10]2[CH:15]=[CH:14][C:13]([OH:16])=[CH:12][CH:11]=2)=[N:7][CH:8]=1.[I-].[CH2:20]1[C:28]2[C:23](=[CH:24][CH:25]=[CH:26][CH:27]=2)[CH2:22][N:21]1[C:29](N1C=C[N+](C)=C1)=[O:30], predict the reaction product. The product is: [F:18][C:2]([F:1])([F:17])[C:3]1[CH:4]=[CH:5][C:6]([O:9][C:10]2[CH:11]=[CH:12][C:13]([O:16][C:29]([N:21]3[CH2:22][C:23]4[C:28](=[CH:27][CH:26]=[CH:25][CH:24]=4)[CH2:20]3)=[O:30])=[CH:14][CH:15]=2)=[N:7][CH:8]=1.